From a dataset of Reaction yield outcomes from USPTO patents with 853,638 reactions. Predict the reaction yield, written as a fraction of the theoretical maximum amount of product (1.0 means a 100% yield; for example, 0.34 means a 34% yield). (1) The reactants are [C:1]([O:5][C:6](=[O:14])[NH:7][CH2:8][CH:9]1[CH2:13][CH2:12][NH:11][CH2:10]1)([CH3:4])([CH3:3])[CH3:2].Br[C:16]1[CH:21]=[CH:20][C:19]([C:22]([F:25])([F:24])[F:23])=[CH:18][CH:17]=1.CC(C)([O-])C.[Na+].C1C=CC(P(C2C=CC3C(=CC=CC=3)C=2C2C3C(=CC=CC=3)C=CC=2P(C2C=CC=CC=2)C2C=CC=CC=2)C2C=CC=CC=2)=CC=1. The catalyst is C1(C)C=CC=CC=1.C1C=CC(/C=C/C(/C=C/C2C=CC=CC=2)=O)=CC=1.C1C=CC(/C=C/C(/C=C/C2C=CC=CC=2)=O)=CC=1.C1C=CC(/C=C/C(/C=C/C2C=CC=CC=2)=O)=CC=1.[Pd].[Pd]. The product is [C:1]([O:5][C:6](=[O:14])[NH:7][CH2:8][CH:9]1[CH2:13][CH2:12][N:11]([C:16]2[CH:21]=[CH:20][C:19]([C:22]([F:25])([F:24])[F:23])=[CH:18][CH:17]=2)[CH2:10]1)([CH3:4])([CH3:2])[CH3:3]. The yield is 0.580. (2) The reactants are [F:1][C:2]1[C:7]([CH3:8])=[CH:6][CH:5]=[CH:4][C:3]=1[CH2:9][N:10]1[C:14]2[CH:15]=[C:16]([N:23]3[CH2:28][CH2:27][O:26][CH2:25][CH2:24]3)[CH:17]=[C:18]([C:19]([O:21]C)=[O:20])[C:13]=2[N:12]=[C:11]1[CH3:29].[Li+].[OH-]. The catalyst is C1COCC1. The product is [F:1][C:2]1[C:7]([CH3:8])=[CH:6][CH:5]=[CH:4][C:3]=1[CH2:9][N:10]1[C:14]2[CH:15]=[C:16]([N:23]3[CH2:28][CH2:27][O:26][CH2:25][CH2:24]3)[CH:17]=[C:18]([C:19]([OH:21])=[O:20])[C:13]=2[N:12]=[C:11]1[CH3:29]. The yield is 0.700. (3) The reactants are C1(P(C2C=CC=CC=2)C2C=CC=CC=2)C=CC=CC=1.[NH:20]1[CH2:25][CH2:24][CH2:23][CH2:22][CH:21]1[CH:26](O)[CH3:27].CCOC(/N=N/C(OCC)=O)=O.O1CCCCC1[N:47]1[C:55]2[C:50](=[CH:51][C:52]([C:56]3[N:60]=[CH:59][N:58](C(C4C=CC=CC=4)(C4C=CC=CC=4)C4C=CC=CC=4)[N:57]=3)=[CH:53][CH:54]=2)[C:49]([C:80]2[CH:81]=[C:82]([OH:86])[CH:83]=[CH:84][CH:85]=2)=[N:48]1.Cl. The catalyst is O1CCCC1. The product is [NH:57]1[C:56]([C:52]2[CH:51]=[C:50]3[C:55](=[CH:54][CH:53]=2)[NH:47][N:48]=[C:49]3[C:80]2[CH:85]=[CH:84][CH:83]=[C:82]([O:86][CH2:27][CH2:26][CH:21]3[CH2:22][CH2:23][CH2:24][CH2:25][NH:20]3)[CH:81]=2)=[N:60][CH:59]=[N:58]1. The yield is 0.480. (4) The reactants are [CH2:1]([C:9]1[CH:14]=[CH:13][C:12]([CH:15]2[CH2:25][C:18]3([NH:22]C(=O)N[C:19]3=[O:24])[CH2:17][O:16]2)=[CH:11][CH:10]=1)[CH2:2][CH2:3][CH2:4][CH2:5][CH2:6][CH2:7][CH3:8].[OH-:26].[Na+].Cl. The yield is 0.604. The catalyst is O. The product is [NH2:22][C:18]1([C:19]([OH:24])=[O:26])[CH2:25][CH:15]([C:12]2[CH:11]=[CH:10][C:9]([CH2:1][CH2:2][CH2:3][CH2:4][CH2:5][CH2:6][CH2:7][CH3:8])=[CH:14][CH:13]=2)[O:16][CH2:17]1. (5) The reactants are [CH3:1][O:2][C:3]1[CH:8]=[CH:7][C:6](O)=[CH:5][CH:4]=1.O.O.[Sn](Cl)Cl.[Br:15][C:16]1[CH:17]=[C:18]([CH2:44][C:45]([OH:47])=[O:46])[CH:19]=[C:20]([Br:43])[C:21]=1[O:22][C:23]1[CH:28]=[C:27]([CH:29]([CH3:31])[CH3:30])[C:26]([O:32][CH3:33])=[CH:25][C:24]=1[CH:34]([OH:42])[C:35]1[CH:40]=[CH:39][CH:38]=[C:37]([CH3:41])[CH:36]=1.O. The catalyst is C(Cl)Cl. The product is [Br:15][C:16]1[CH:17]=[C:18]([CH2:44][C:45]([OH:47])=[O:46])[CH:19]=[C:20]([Br:43])[C:21]=1[O:22][C:23]1[CH:28]=[C:27]([CH:29]([CH3:31])[CH3:30])[C:26]([O:32][CH3:33])=[CH:25][C:24]=1[CH:34]([O:42][C:6]1[CH:7]=[CH:8][C:3]([O:2][CH3:1])=[CH:4][CH:5]=1)[C:35]1[CH:40]=[CH:39][CH:38]=[C:37]([CH3:41])[CH:36]=1. The yield is 0.0800.